Dataset: Forward reaction prediction with 1.9M reactions from USPTO patents (1976-2016). Task: Predict the product of the given reaction. (1) Given the reactants O[C:2]1[C:11]([C:12]#[N:13])=[CH:10][C:9]2[C:4](=[CH:5][C:6]([O:16][CH2:17][CH2:18][O:19][CH3:20])=[C:7]([O:14][CH3:15])[CH:8]=2)[N:3]=1.C(Cl)(=O)C([Cl:24])=O.CN(C=O)C, predict the reaction product. The product is: [Cl:24][C:10]1[C:9]2[C:4](=[CH:5][C:6]([O:16][CH2:17][CH2:18][O:19][CH3:20])=[C:7]([O:14][CH3:15])[CH:8]=2)[N:3]=[CH:2][C:11]=1[C:12]#[N:13]. (2) Given the reactants [NH:1]1[C:5]2[CH:6]=[CH:7][C:8]([NH2:10])=[CH:9][C:4]=2[N:3]=[CH:2]1.[CH3:11][C:12]1[O:16][C:15]([CH:17]=O)=[CH:14][CH:13]=1.C([O:21][C:22](=O)[C:23](=[O:30])[CH2:24][C:25](=[O:29])[CH2:26][CH2:27][CH3:28])C, predict the reaction product. The product is: [NH:1]1[C:5]2[CH:6]=[CH:7][C:8]([N:10]3[CH:17]([C:15]4[O:16][C:12]([CH3:11])=[CH:13][CH:14]=4)[C:24]([C:25](=[O:29])[CH2:26][CH2:27][CH3:28])=[C:23]([OH:30])[C:22]3=[O:21])=[CH:9][C:4]=2[N:3]=[CH:2]1. (3) Given the reactants Cl.[Cl:2][C:3]1[CH:4]=[C:5]([NH:10][NH2:11])[CH:6]=[C:7]([Cl:9])[CH:8]=1.[C:12]([O:17][CH2:18][CH3:19])(=[O:16])[C:13]([CH3:15])=O, predict the reaction product. The product is: [Cl:2][C:3]1[CH:4]=[C:5]([NH:10][NH:11][CH:13]([CH3:15])[C:12]([O:17][CH2:18][CH3:19])=[O:16])[CH:6]=[C:7]([Cl:9])[CH:8]=1. (4) The product is: [CH:16]1([C:14]2[N:13]([CH3:19])[C:12]3[CH:20]=[C:8]([N:5]4[CH:6]=[CH:7][C:2]([O:32][CH2:31][C:29]5[CH:28]=[CH:27][C:26]6[O:22][CH2:23][CH2:24][C:25]=6[CH:30]=5)=[CH:3][C:4]4=[O:21])[CH:9]=[CH:10][C:11]=3[N:15]=2)[CH2:18][CH2:17]1. Given the reactants Cl[C:2]1[CH:7]=[CH:6][N:5]([C:8]2[CH:9]=[CH:10][C:11]3[N:15]=[C:14]([CH:16]4[CH2:18][CH2:17]4)[N:13]([CH3:19])[C:12]=3[CH:20]=2)[C:4](=[O:21])[CH:3]=1.[O:22]1[C:26]2[CH:27]=[CH:28][C:29]([CH2:31][OH:32])=[CH:30][C:25]=2[CH2:24][CH2:23]1.C(=O)([O-])[O-].[Cs+].[Cs+].CN(C=O)C, predict the reaction product. (5) Given the reactants [Br:1]Br.[F:3][C:4]1[C:9]([CH2:10]O)=[C:8]([F:12])[CH:7]=[CH:6][C:5]=1[NH:13][S:14]([CH2:17][CH2:18][CH3:19])(=[O:16])=[O:15], predict the reaction product. The product is: [Br:1][CH2:10][C:9]1[C:4]([F:3])=[C:5]([NH:13][S:14]([CH2:17][CH2:18][CH3:19])(=[O:16])=[O:15])[CH:6]=[CH:7][C:8]=1[F:12]. (6) Given the reactants [Cl:1][C:2]1[CH:3]=[N:4][CH:5]=[C:6]([Cl:33])[C:7]=1[NH:8][C:9]([C:11]1[CH:19]=[C:18]2[C:14]([C:15]([CH:30](O)[CH3:31])=[CH:16][N:17]2[S:20]([C:23]2[CH:28]=[CH:27][C:26]([CH3:29])=[CH:25][CH:24]=2)(=[O:22])=[O:21])=[CH:13][CH:12]=1)=[O:10].C([SiH](CC)CC)C.B(F)(F)F, predict the reaction product. The product is: [Cl:33][C:6]1[CH:5]=[N:4][CH:3]=[C:2]([Cl:1])[C:7]=1[NH:8][C:9]([C:11]1[CH:19]=[C:18]2[C:14]([C:15]([CH2:30][CH3:31])=[CH:16][N:17]2[S:20]([C:23]2[CH:28]=[CH:27][C:26]([CH3:29])=[CH:25][CH:24]=2)(=[O:21])=[O:22])=[CH:13][CH:12]=1)=[O:10]. (7) Given the reactants [CH2:1]([N:3]([CH2:18][CH3:19])[C:4](=[O:17])[C@@H:5]1[CH2:9][CH2:8][CH2:7][N:6]1CC1C=CC=CC=1)[CH3:2].[ClH:20], predict the reaction product. The product is: [ClH:20].[CH2:18]([N:3]([CH2:1][CH3:2])[C:4](=[O:17])[C@@H:5]1[CH2:9][CH2:8][CH2:7][NH:6]1)[CH3:19]. (8) Given the reactants [CH3:1][N:2]1[C:7](=[O:8])[C:6]2[C:9]([C:30]3[CH:35]=[CH:34][CH:33]=[CH:32][CH:31]=3)=[C:10]([C:12]3[CH:17]=[CH:16][C:15]([C:18]4([NH:22]C(=O)OC(C)(C)C)[CH2:21][CH2:20][CH2:19]4)=[CH:14][CH:13]=3)[O:11][C:5]=2[N:4]=[C:3]1[NH:36][CH2:37][C:38]([NH:40][CH3:41])=[O:39].Cl.C([Cl:46])(=O)C.CO, predict the reaction product. The product is: [ClH:46].[NH2:22][C:18]1([C:15]2[CH:14]=[CH:13][C:12]([C:10]3[O:11][C:5]4[N:4]=[C:3]([NH:36][CH2:37][C:38]([NH:40][CH3:41])=[O:39])[N:2]([CH3:1])[C:7](=[O:8])[C:6]=4[C:9]=3[C:30]3[CH:31]=[CH:32][CH:33]=[CH:34][CH:35]=3)=[CH:17][CH:16]=2)[CH2:19][CH2:20][CH2:21]1.